From a dataset of Full USPTO retrosynthesis dataset with 1.9M reactions from patents (1976-2016). Predict the reactants needed to synthesize the given product. (1) Given the product [CH3:1][CH:2]1[O:6][C:5]2=[N:7][C:8]([N+:10]([O-:12])=[O:11])=[CH:9][N:4]2[CH2:3]1, predict the reactants needed to synthesize it. The reactants are: [CH3:1][C@:2]1(CN2CCN(C(OC(C)(C)C)=O)CC2)[O:6][C:5]2=[N:7][C:8]([N+:10]([O-:12])=[O:11])=[CH:9][N:4]2[CH2:3]1.FC(F)(F)C(O)=O.C(N(CC)CC)C.C1(C2C=CC(C=O)=CC=2)C=CC=CC=1.[B-]C#N.[Na+].C(O)(=O)C. (2) Given the product [CH:4]1([C@@:10]([C:39]([OH:41])=[O:40])([CH3:38])[NH:11][C:12]([C:14]2[CH:19]=[CH:18][C:17]([F:20])=[CH:16][C:15]=2[NH:21][C:22]([NH:24][C:25]2[C:30]([Cl:31])=[CH:29][C:28]([O:32][C:33]([F:34])([F:35])[F:36])=[CH:27][C:26]=2[Cl:37])=[O:23])=[O:13])[CH2:9][CH2:8][CH2:7][CH2:6][CH2:5]1, predict the reactants needed to synthesize it. The reactants are: O.[OH-].[Li+].[CH:4]1([C@@:10]([C:39]([O:41]C)=[O:40])([CH3:38])[NH:11][C:12]([C:14]2[CH:19]=[CH:18][C:17]([F:20])=[CH:16][C:15]=2[NH:21][C:22]([NH:24][C:25]2[C:30]([Cl:31])=[CH:29][C:28]([O:32][C:33]([F:36])([F:35])[F:34])=[CH:27][C:26]=2[Cl:37])=[O:23])=[O:13])[CH2:9][CH2:8][CH2:7][CH2:6][CH2:5]1.CO.Cl. (3) Given the product [CH3:1][N:2]1[CH2:6][CH2:5][CH:4]([N:7]2[CH:11]=[C:10]([NH2:12])[CH:9]=[N:8]2)[CH2:3]1, predict the reactants needed to synthesize it. The reactants are: [CH3:1][N:2]1[CH2:6][CH2:5][CH:4]([N:7]2[CH:11]=[C:10]([N+:12]([O-])=O)[CH:9]=[N:8]2)[CH2:3]1. (4) Given the product [F:46][C:45]1[C:44]([C:47]2[CH:52]=[CH:51][CH:50]=[CH:49][CH:48]=2)=[C:43]([CH3:53])[C:42]([C:54]#[N:55])=[C:40]2[C:39]=1[O:38][C:37]([C:6]1[CH:11]=[N:10][CH:9]=[CH:8][N:7]=1)=[N:41]2, predict the reactants needed to synthesize it. The reactants are: C([Sn](CCCC)(CCCC)[C:6]1[CH:11]=[N:10][CH:9]=[CH:8][N:7]=1)CCC.C(C1(C)C(O)=C(C(C)(C)C)C=CC1)(C)(C)C.Cl[C:37]1[O:38][C:39]2[C:40](=[C:42]([C:54]#[N:55])[C:43]([CH3:53])=[C:44]([C:47]3[CH:52]=[CH:51][CH:50]=[CH:49][CH:48]=3)[C:45]=2[F:46])[N:41]=1. (5) Given the product [CH3:1][O:2][C:3]1[CH:4]=[C:5]2[C:10](=[CH:11][CH:12]=1)[C:9](=[O:13])[N:8]([C:15]1[S:19][C:18]([N:20]([CH3:31])[CH:21]3[CH2:26][C:25]([CH3:27])([CH3:28])[NH:24][C:23]([CH3:30])([CH3:29])[CH2:22]3)=[N:17][N:16]=1)[CH2:7][CH2:6]2, predict the reactants needed to synthesize it. The reactants are: [CH3:1][O:2][C:3]1[CH:4]=[C:5]2[C:10](=[CH:11][CH:12]=1)[C:9](=[O:13])[NH:8][CH2:7][CH2:6]2.Br[C:15]1[S:19][C:18]([N:20]([CH3:31])[CH:21]2[CH2:26][C:25]([CH3:28])([CH3:27])[NH:24][C:23]([CH3:30])([CH3:29])[CH2:22]2)=[N:17][N:16]=1.C([O-])([O-])=O.[K+].[K+]. (6) Given the product [CH2:22]([N:24]1[CH2:25][CH2:26][P:27]([C:31]2[CH:37]=[CH:36][C:34]([NH:35][C:2]3[N:20]=[C:5]4[C:6]([C:10]5[CH:15]=[CH:14][C:13]([S:16]([CH3:19])(=[O:18])=[O:17])=[CH:12][CH:11]=5)=[CH:7][CH:8]=[CH:9][N:4]4[N:3]=3)=[CH:33][CH:32]=2)(=[O:30])[CH2:28][CH2:29]1)[CH3:23], predict the reactants needed to synthesize it. The reactants are: Cl[C:2]1[N:20]=[C:5]2[C:6]([C:10]3[CH:15]=[CH:14][C:13]([S:16]([CH3:19])(=[O:18])=[O:17])=[CH:12][CH:11]=3)=[CH:7][CH:8]=[CH:9][N:4]2[N:3]=1.Cl.[CH2:22]([N:24]1[CH2:29][CH2:28][P:27]([C:31]2[CH:37]=[CH:36][C:34]([NH2:35])=[CH:33][CH:32]=2)(=[O:30])[CH2:26][CH2:25]1)[CH3:23]. (7) Given the product [F:1][C:2]1([F:15])[O:6][C:5]2[CH:7]=[C:8]([N+:12]([O-:14])=[O:13])[C:9]([O:23][CH3:21])=[CH:10][C:4]=2[O:3]1, predict the reactants needed to synthesize it. The reactants are: [F:1][C:2]1([F:15])[O:6][C:5]2[CH:7]=[C:8]([N+:12]([O-:14])=[O:13])[C:9](F)=[CH:10][C:4]=2[O:3]1.C[O-].[Na+].C[O-].[C:21](O)(=[O:23])C.